From a dataset of Reaction yield outcomes from USPTO patents with 853,638 reactions. Predict the reaction yield, written as a fraction of the theoretical maximum amount of product (1.0 means a 100% yield; for example, 0.34 means a 34% yield). (1) The reactants are [CH2:1]([O:3][C:4]1[CH:5]=[C:6]([C:27](O)=[O:28])[C:7]2[NH:11][C:10]([NH:12][C:13]([C:15]3[N:16]=[CH:17][C:18]4[C:23]([CH:24]=3)=[CH:22][CH:21]=[CH:20][CH:19]=4)=[O:14])=[N:9][C:8]=2[C:25]=1[F:26])[CH3:2].CN(C(ON1N=NC2C=CC=CC1=2)=[N+](C)C)C.F[P-](F)(F)(F)(F)F.CCN(C(C)C)C(C)C.S(O)(O)(=O)=O.[NH2:68][C:69]1[NH:70][CH:71]=[CH:72][N:73]=1. The catalyst is CN(C=O)C.[Cl-].[Na+].O. The product is [CH2:1]([O:3][C:4]1[CH:5]=[C:6]([C:27](=[O:28])[NH:68][C:69]2[NH:70][CH:71]=[CH:72][N:73]=2)[C:7]2[NH:11][C:10]([NH:12][C:13]([C:15]3[N:16]=[CH:17][C:18]4[C:23]([CH:24]=3)=[CH:22][CH:21]=[CH:20][CH:19]=4)=[O:14])=[N:9][C:8]=2[C:25]=1[F:26])[CH3:2]. The yield is 0.460. (2) The yield is 0.100. The product is [CH3:9][S:8][C:5]1[N:6]=[CH:7][C:2]2[C:17]3[CH:18]=[CH:19][C:20]([C:22]([O:24][CH3:25])=[O:23])=[CH:21][C:16]=3[NH:15][C:10](=[O:12])[C:3]=2[N:4]=1. The reactants are Br[C:2]1[C:3]([C:10]([O:12]C)=O)=[N:4][C:5]([S:8][CH3:9])=[N:6][CH:7]=1.Cl.[NH2:15][C:16]1[CH:21]=[C:20]([C:22]([O:24][CH3:25])=[O:23])[CH:19]=[CH:18][C:17]=1B(O)O.C([O-])(=O)C.[Na+]. The catalyst is CN(C=O)C. (3) The reactants are [CH3:1][C:2]([Si:5](Cl)([CH3:7])[CH3:6])([CH3:4])[CH3:3].[OH:9][CH:10]([C:13]1[N:14]([C:22]([O:24][C:25]([CH3:28])([CH3:27])[CH3:26])=[O:23])[C:15]2[C:20]([CH:21]=1)=[CH:19][CH:18]=[CH:17][CH:16]=2)[CH2:11][OH:12].N1C=CN=C1. The catalyst is ClCCl. The product is [Si:5]([O:12][CH2:11][CH:10]([C:13]1[N:14]([C:22]([O:24][C:25]([CH3:28])([CH3:27])[CH3:26])=[O:23])[C:15]2[C:20]([CH:21]=1)=[CH:19][CH:18]=[CH:17][CH:16]=2)[OH:9])([C:2]([CH3:4])([CH3:3])[CH3:1])([CH3:7])[CH3:6]. The yield is 0.180. (4) The reactants are Br[C:2]1[C:11]2[C:6](=[CH:7][CH:8]=[C:9]([N:12]3[CH:16]=[C:15]([CH3:17])[CH:14]=[N:13]3)[CH:10]=2)[C:5](=[O:18])[N:4]([CH3:19])[CH:3]=1.[CH:20]1([CH2:23][O:24][C:25]2[CH:30]=[CH:29][C:28]([S:31]([CH3:34])(=[O:33])=[O:32])=[CH:27][C:26]=2B2OC(C)(C)C(C)(C)O2)[CH2:22][CH2:21]1.[O-]P([O-])([O-])=O.[K+].[K+].[K+]. The catalyst is O1CCOCC1.C1C=CC(P(C2C=CC=CC=2)[C-]2C=CC=C2)=CC=1.C1C=CC(P(C2C=CC=CC=2)[C-]2C=CC=C2)=CC=1.Cl[Pd]Cl.[Fe+2]. The product is [CH:20]1([CH2:23][O:24][C:25]2[CH:30]=[CH:29][C:28]([S:31]([CH3:34])(=[O:33])=[O:32])=[CH:27][C:26]=2[C:2]2[C:11]3[C:6](=[CH:7][CH:8]=[C:9]([N:12]4[CH:16]=[C:15]([CH3:17])[CH:14]=[N:13]4)[CH:10]=3)[C:5](=[O:18])[N:4]([CH3:19])[CH:3]=2)[CH2:21][CH2:22]1. The yield is 0.250. (5) The reactants are C[N:2]([CH:4]=[C:5]1[C:10](=O)[CH2:9][CH2:8][CH2:7][C:6]1=[O:12])C.[S:13]([NH:23]N)([C:16]1[CH:22]=[CH:21][C:19]([CH3:20])=[CH:18][CH:17]=1)(=[O:15])=[O:14].CC(O)=O. The catalyst is CCO. The product is [S:13]([N:23]1[C:10]2[CH2:9][CH2:8][CH2:7][C:6](=[O:12])[C:5]=2[CH:4]=[N:2]1)([C:16]1[CH:22]=[CH:21][C:19]([CH3:20])=[CH:18][CH:17]=1)(=[O:15])=[O:14]. The yield is 0.513.